Dataset: Full USPTO retrosynthesis dataset with 1.9M reactions from patents (1976-2016). Task: Predict the reactants needed to synthesize the given product. (1) Given the product [Br:14][C:15]1[C:20]([NH:21][S:8]([C:5]2[CH:6]=[CH:7][C:2]([Cl:1])=[C:3]([CH2:12][CH3:13])[CH:4]=2)(=[O:10])=[O:9])=[CH:19][C:18]([Cl:22])=[CH:17][N:16]=1, predict the reactants needed to synthesize it. The reactants are: [Cl:1][C:2]1[CH:7]=[CH:6][C:5]([S:8](Cl)(=[O:10])=[O:9])=[CH:4][C:3]=1[CH2:12][CH3:13].[Br:14][C:15]1[C:20]([NH2:21])=[CH:19][C:18]([Cl:22])=[CH:17][N:16]=1. (2) Given the product [C:27]1([C:26](=[N:39][C:2]2[CH:3]=[C:4]([N:8]3[CH2:24][CH:12]4[CH2:13][N:14]([C:17]([O:19][C:20]([CH3:22])([CH3:23])[CH3:21])=[O:18])[CH2:15][CH2:16][N:11]4[C:9]3=[O:10])[CH:5]=[CH:6][CH:7]=2)[C:33]2[CH:34]=[CH:35][CH:36]=[CH:37][CH:38]=2)[CH:32]=[CH:31][CH:30]=[CH:29][CH:28]=1, predict the reactants needed to synthesize it. The reactants are: Br[C:2]1[CH:3]=[C:4]([NH:8][C:9]([N:11]2[CH2:16][CH2:15][N:14]([C:17]([O:19][C:20]([CH3:23])([CH3:22])[CH3:21])=[O:18])[CH2:13][CH:12]2[CH2:24]O)=[O:10])[CH:5]=[CH:6][CH:7]=1.[C:26](=[NH:39])([C:33]1[CH:38]=[CH:37][CH:36]=[CH:35][CH:34]=1)[C:27]1[CH:32]=[CH:31][CH:30]=[CH:29][CH:28]=1.C1(P(C2CCCCC2)C2C=CC=CC=2C2C(C(C)C)=CC(C(C)C)=CC=2C(C)C)CCCCC1.CC(C)([O-])C.[Na+].